This data is from Full USPTO retrosynthesis dataset with 1.9M reactions from patents (1976-2016). The task is: Predict the reactants needed to synthesize the given product. Given the product [OH:30][C@H:27]([CH2:28][OH:29])[CH2:26][NH:25][C:7](=[O:9])[C:6]1[CH:10]=[CH:11][C:3]([O:2][CH3:1])=[C:4](/[CH:12]=[CH:13]/[C:14]2[CH:15]=[CH:16][C:17]([O:20][C:21]([F:24])([F:23])[F:22])=[CH:18][CH:19]=2)[CH:5]=1, predict the reactants needed to synthesize it. The reactants are: [CH3:1][O:2][C:3]1[CH:11]=[CH:10][C:6]([C:7]([OH:9])=O)=[CH:5][C:4]=1/[CH:12]=[CH:13]/[C:14]1[CH:19]=[CH:18][C:17]([O:20][C:21]([F:24])([F:23])[F:22])=[CH:16][CH:15]=1.[NH2:25][CH2:26][C@H:27]([OH:30])[CH2:28][OH:29].